This data is from Catalyst prediction with 721,799 reactions and 888 catalyst types from USPTO. The task is: Predict which catalyst facilitates the given reaction. (1) Reactant: O[CH:2]([CH2:18][CH2:19][N:20]1[C:25]2=[N:26][C:27]([O:30]C)=[CH:28][N:29]=[C:24]2[CH:23]=[CH:22][C:21]1=[O:32])[CH2:3][N:4]1[CH2:9][CH2:8][CH:7]([NH:10][C:11](=[O:17])[O:12][C:13]([CH3:16])([CH3:15])[CH3:14])[CH2:6][CH2:5]1.C(N(C(C)C)CC)(C)C.CS(OS(C)(=O)=O)(=O)=O. Product: [O:30]=[C:27]1[N:26]2[C:25]3[N:20]([CH2:19][CH2:18][CH:2]2[CH2:3][N:4]2[CH2:9][CH2:8][CH:7]([NH:10][C:11](=[O:17])[O:12][C:13]([CH3:16])([CH3:15])[CH3:14])[CH2:6][CH2:5]2)[C:21](=[O:32])[CH:22]=[CH:23][C:24]=3[N:29]=[CH:28]1. The catalyst class is: 22. (2) Reactant: [H-].[Na+].N([NH:12][C:13](=[O:19])[O:14][C:15]([CH3:18])([CH3:17])[CH3:16])[NH:12][C:13](=[O:19])[O:14][C:15]([CH3:18])([CH3:17])[CH3:16].Br[CH2:21][CH2:22][CH2:23][CH2:24][CH2:25][CH2:26][CH:27]=[CH2:28]. Product: [CH2:21]([N:12]([C:13]([O:14][C:15]([CH3:16])([CH3:17])[CH3:18])=[O:19])[C:13]([O:14][C:15]([CH3:18])([CH3:17])[CH3:16])=[O:19])[CH2:22][CH2:23][CH2:24][CH2:25][CH2:26][CH:27]=[CH2:28]. The catalyst class is: 9.